Dataset: Reaction yield outcomes from USPTO patents with 853,638 reactions. Task: Predict the reaction yield, written as a fraction of the theoretical maximum amount of product (1.0 means a 100% yield; for example, 0.34 means a 34% yield). (1) The reactants are C(=[N:14][C:15]1[C:16]2[C:17]3[CH2:28][CH2:27][N:26]([CH2:29][C:30]4[CH:35]=[CH:34][CH:33]=[CH:32][CH:31]=4)[CH2:25][CH2:24][C:18]=3[NH:19][C:20]=2[CH:21]=[CH:22][CH:23]=1)(C1C=CC=CC=1)C1C=CC=CC=1.Cl. The catalyst is O1CCCC1. The product is [CH2:29]([N:26]1[CH2:27][CH2:28][C:17]2[C:16]3[C:15]([NH2:14])=[CH:23][CH:22]=[CH:21][C:20]=3[NH:19][C:18]=2[CH2:24][CH2:25]1)[C:30]1[CH:35]=[CH:34][CH:33]=[CH:32][CH:31]=1. The yield is 0.820. (2) The reactants are [CH3:1][C@@H:2]([OH:12])[C@@H:3]([OH:11])[C@H:4]([O:9][CH3:10])[C@@H:5]([OH:8])[CH:6]=[O:7].[CH3:13][C@H:14]1[O:19][C@@H:18]([OH:20])[CH2:17][C@H:16]([O:21][CH3:22])[C@@H:15]1[OH:23].[Sn](Cl)Cl.C(N(CC)CC)C. The catalyst is ClCCl.FC(F)(F)S([O-])(=O)=O.[Ag+]. The product is [CH3:1][C@@H:2]([OH:12])[C@@H:3]([OH:11])[C@H:4]([O:9][CH3:10])[C@@H:5]([OH:8])[CH:6]=[O:7].[CH3:13][C@H:14]1[O:19][C@@H:18]([OH:20])[CH2:17][C@H:16]([O:21][CH3:22])[C@@H:15]1[OH:23]. The yield is 0.150. (3) The reactants are [CH:1]1([CH2:6][C@@H:7]([C:20]([NH:22][NH:23][C:24]2[C:29]([F:30])=[C:28]([NH:31][CH2:32][C:33]3[CH:38]=[CH:37][CH:36]=[CH:35][N:34]=3)[N:27]=[C:26]([CH3:39])[N:25]=2)=[O:21])[CH2:8][N:9]([O:12]CC2C=CC=CC=2)[CH:10]=[O:11])[CH2:5][CH2:4][CH2:3][CH2:2]1. The catalyst is CO. The product is [CH:1]1([CH2:6][C@@H:7]([C:20]([NH:22][NH:23][C:24]2[C:29]([F:30])=[C:28]([NH:31][CH2:32][C:33]3[CH:38]=[CH:37][CH:36]=[CH:35][N:34]=3)[N:27]=[C:26]([CH3:39])[N:25]=2)=[O:21])[CH2:8][N:9]([OH:12])[CH:10]=[O:11])[CH2:5][CH2:4][CH2:3][CH2:2]1. The yield is 0.280. (4) The reactants are [Cl:1][C:2]1[CH:3]=[C:4]([C:10]2[CH:14]=[CH:13][N:12]([CH2:15][C@@H:16]([NH:18][C:19]([C:21]3[CH:25]=[C:24]([CH2:26][CH:27]([O:29]C4CCCCO4)[CH3:28])[O:23][N:22]=3)=[O:20])[CH3:17])[N:11]=2)[CH:5]=[CH:6][C:7]=1[C:8]#[N:9].Cl. The catalyst is C(O)C. The product is [Cl:1][C:2]1[CH:3]=[C:4]([C:10]2[CH:14]=[CH:13][N:12]([CH2:15][C@@H:16]([NH:18][C:19]([C:21]3[CH:25]=[C:24]([CH2:26][CH:27]([OH:29])[CH3:28])[O:23][N:22]=3)=[O:20])[CH3:17])[N:11]=2)[CH:5]=[CH:6][C:7]=1[C:8]#[N:9]. The yield is 0.517.